Dataset: Plasma protein binding rate (PPBR) regression data from AstraZeneca. Task: Regression/Classification. Given a drug SMILES string, predict its absorption, distribution, metabolism, or excretion properties. Task type varies by dataset: regression for continuous measurements (e.g., permeability, clearance, half-life) or binary classification for categorical outcomes (e.g., BBB penetration, CYP inhibition). For this dataset (ppbr_az), we predict Y. (1) The molecule is COc1ccc(N(C(=O)Oc2c(C)cccc2C)c2ccnc(Nc3ccc(N4CCN(C)CC4)cc3)n2)c(OC)c1. The Y is 99.8 %. (2) The compound is COc1ccc2nc(C)cc(N3CC(CNC(=O)C4CC4)OC3=O)c2c1. The Y is 67.6 %. (3) The drug is N=c1c(S(=O)(=O)c2ccc(Cl)cc2)cc2c(=O)n3ccccc3nc2n1C1CCCC1. The Y is 50.0 %. (4) The molecule is Cc1ccc(-c2nccn2C)cc1NC(=O)c1ccc(OCc2ccccn2)cc1. The Y is 94.9 %.